From a dataset of Reaction yield outcomes from USPTO patents with 853,638 reactions. Predict the reaction yield, written as a fraction of the theoretical maximum amount of product (1.0 means a 100% yield; for example, 0.34 means a 34% yield). (1) The reactants are [Cl:1][C:2]1[CH:10]=[C:9]2[C:5]([C:6]([C:11]([O:13]C)=[O:12])=[CH:7][NH:8]2)=[CH:4][C:3]=1[C:15]1[CH:20]=[CH:19][C:18]([C@H:21]2[CH2:24][C@H:23]([OH:25])[CH2:22]2)=[CH:17][CH:16]=1.[OH-].[Na+].Cl. The catalyst is CO.O. The product is [Cl:1][C:2]1[CH:10]=[C:9]2[C:5]([C:6]([C:11]([OH:13])=[O:12])=[CH:7][NH:8]2)=[CH:4][C:3]=1[C:15]1[CH:16]=[CH:17][C:18]([C@H:21]2[CH2:24][C@H:23]([OH:25])[CH2:22]2)=[CH:19][CH:20]=1. The yield is 0.540. (2) The reactants are [CH3:1][NH2:2].Cl.C[Al](C)C.CO[C:10](=[O:30])[CH2:11][CH:12]([C:21]1[CH:29]=[C:28]2[C:24]([CH:25]=[CH:26][NH:27]2)=[CH:23][CH:22]=1)[C:13]1[CH:18]=[CH:17][CH:16]=[CH:15][C:14]=1[O:19][CH3:20]. The catalyst is C1C=CC=CC=1. The product is [NH:27]1[C:28]2[C:24](=[CH:23][CH:22]=[C:21]([CH:12]([C:13]3[CH:18]=[CH:17][CH:16]=[CH:15][C:14]=3[O:19][CH3:20])[CH2:11][C:10]([NH:2][CH3:1])=[O:30])[CH:29]=2)[CH:25]=[CH:26]1. The yield is 0.940.